This data is from Full USPTO retrosynthesis dataset with 1.9M reactions from patents (1976-2016). The task is: Predict the reactants needed to synthesize the given product. (1) Given the product [NH2:1][C:2]1[CH:7]=[CH:6][C:5]([C:8]([F:11])([F:10])[F:9])=[CH:4][C:3]=1[CH:12]([C:14]1[CH:19]=[CH:18][CH:17]=[C:16]([O:20][CH3:21])[C:15]=1[O:22][CH3:23])[OH:13], predict the reactants needed to synthesize it. The reactants are: [NH2:1][C:2]1[CH:7]=[CH:6][C:5]([C:8]([F:11])([F:10])[F:9])=[CH:4][C:3]=1[C:12]([C:14]1[CH:19]=[CH:18][CH:17]=[C:16]([O:20][CH3:21])[C:15]=1[O:22][CH3:23])=[O:13].[BH4-].[Na+]. (2) Given the product [Cl:9][CH2:26][C@:24]([OH:25])([CH3:27])[C:22](=[O:23])[C@@H:21]([NH:20][C:18](=[O:19])[C@@H:17]([NH:16][C:14](=[O:15])[C@@H:13]([NH:38][C:39]([C:41]1[S:45][C:44]([CH3:46])=[N:43][CH:42]=1)=[O:40])[CH2:12][O:11][CH3:10])[CH2:35][O:36][CH3:37])[CH2:28][C:29]1[CH:34]=[CH:33][CH:32]=[CH:31][CH:30]=1, predict the reactants needed to synthesize it. The reactants are: P([Cl:9])(OCC)(OCC)=O.[CH3:10][O:11][CH2:12][C@H:13]([NH:38][C:39]([C:41]1[S:45][C:44]([CH3:46])=[N:43][CH:42]=1)=[O:40])[C:14]([NH:16][C@@H:17]([CH2:35][O:36][CH3:37])[C:18]([NH:20][C@@H:21]([CH2:28][C:29]1[CH:34]=[CH:33][CH:32]=[CH:31][CH:30]=1)[C:22]([C@@:24]1([CH3:27])[CH2:26][O:25]1)=[O:23])=[O:19])=[O:15]. (3) Given the product [C:18]([C@@H:17]([NH:16][C:2]1[C:11]([C:12]([OH:14])=[O:13])=[CH:10][C:9]2[C:4](=[CH:5][CH:6]=[C:7]([Cl:15])[CH:8]=2)[N:3]=1)[CH2:21][C:22]1[CH:23]=[CH:24][C:25]([O:28][C:29]2[CH:34]=[CH:33][CH:32]=[C:31]([CH3:35])[N:30]=2)=[CH:26][CH:27]=1)([OH:20])=[O:19], predict the reactants needed to synthesize it. The reactants are: Cl[C:2]1[C:11]([C:12]([OH:14])=[O:13])=[CH:10][C:9]2[C:4](=[CH:5][CH:6]=[C:7]([Cl:15])[CH:8]=2)[N:3]=1.[NH2:16][C@@H:17]([CH2:21][C:22]1[CH:27]=[CH:26][C:25]([O:28][C:29]2[CH:34]=[CH:33][CH:32]=[C:31]([CH3:35])[N:30]=2)=[CH:24][CH:23]=1)[C:18]([OH:20])=[O:19]. (4) The reactants are: C([N:8]1[CH2:13][CH2:12][P:11](=[O:15])([CH3:14])[CH2:10][CH2:9]1)C1C=CC=CC=1.[ClH:16]. Given the product [ClH:16].[CH3:14][P:11]1(=[O:15])[CH2:12][CH2:13][NH:8][CH2:9][CH2:10]1, predict the reactants needed to synthesize it. (5) Given the product [Br:1][C:2]1[CH:3]=[CH:4][C:5]([F:10])=[C:6]([CH:7]([OH:8])[C:15]([F:18])([F:17])[F:16])[CH:9]=1, predict the reactants needed to synthesize it. The reactants are: [Br:1][C:2]1[CH:3]=[CH:4][C:5]([F:10])=[C:6]([CH:9]=1)[CH:7]=[O:8].[Si]([C:15]([F:18])([F:17])[F:16])(C)(C)C.[F-].C([N+](CCCC)(CCCC)CCCC)CCC. (6) Given the product [CH2:11]([O:10][C:8]([C@H:7]([O:6][CH:17]1[CH:22]([C:23]2[CH:24]=[CH:25][C:26]([O:29][CH2:30][CH2:31][CH2:32][O:33][CH2:34][C:35]3[CH:40]=[CH:39][CH:38]=[CH:37][C:36]=3[O:41][CH3:42])=[CH:27][CH:28]=2)[CH2:21][CH2:20][N:19]([C:43]([O:45][C:46]([CH3:49])([CH3:48])[CH3:47])=[O:44])[CH2:18]1)[CH3:13])=[O:9])[CH3:12], predict the reactants needed to synthesize it. The reactants are: FC(F)(F)S([O:6][C@@H:7]([CH3:13])[C:8]([O:10][CH2:11][CH3:12])=[O:9])(=O)=O.O[CH:17]1[CH:22]([C:23]2[CH:28]=[CH:27][C:26]([O:29][CH2:30][CH2:31][CH2:32][O:33][CH2:34][C:35]3[CH:40]=[CH:39][CH:38]=[CH:37][C:36]=3[O:41][CH3:42])=[CH:25][CH:24]=2)[CH2:21][CH2:20][N:19]([C:43]([O:45][C:46]([CH3:49])([CH3:48])[CH3:47])=[O:44])[CH2:18]1. (7) Given the product [Cl:12][C:4]1[N:3]=[C:2]([NH:17][CH2:14][C:15]#[CH:16])[N:7]=[C:6]([NH:8][CH2:9][CH2:10][CH3:11])[CH:5]=1, predict the reactants needed to synthesize it. The reactants are: Cl[C:2]1[N:7]=[C:6]([NH:8][CH2:9][CH2:10][CH3:11])[CH:5]=[C:4]([Cl:12])[N:3]=1.Cl.[CH2:14]([NH2:17])[C:15]#[CH:16].C(N(CC)C(C)C)(C)C.O. (8) Given the product [OH:10][CH2:9][CH2:8][N:7]([C:1]1[CH:6]=[CH:5][CH:4]=[CH:3][CH:2]=1)[C:25]1[C:26]2[CH2:32][N:31]([C:33]([O:35][C:36]([CH3:39])([CH3:38])[CH3:37])=[O:34])[CH2:30][CH2:29][C:27]=2[N:28]=[C:23]([NH:22][C:19]2[CH:18]=[CH:17][C:16]([C:15]3[O:11][CH:12]=[N:13][CH:14]=3)=[CH:21][CH:20]=2)[N:24]=1, predict the reactants needed to synthesize it. The reactants are: [C:1]1([NH:7][CH2:8][CH2:9][OH:10])[CH:6]=[CH:5][CH:4]=[CH:3][CH:2]=1.[O:11]1[C:15]([C:16]2[CH:21]=[CH:20][C:19]([NH:22][C:23]3[N:24]=[C:25](OS(C(F)(F)F)(=O)=O)[C:26]4[CH2:32][N:31]([C:33]([O:35][C:36]([CH3:39])([CH3:38])[CH3:37])=[O:34])[CH2:30][CH2:29][C:27]=4[N:28]=3)=[CH:18][CH:17]=2)=[CH:14][N:13]=[CH:12]1.O. (9) Given the product [NH2:33][CH:34]1[CH:39]2[CH:35]1[CH2:36][N:37]([C:2]1[N:26]=[CH:25][C:5]3[N:6]=[CH:7][N:8]=[C:9]([NH:10][C:11]4[CH:16]=[CH:15][C:14]([O:17][C:18]5[CH:19]=[N:20][CH:21]=[CH:22][CH:23]=5)=[C:13]([CH3:24])[CH:12]=4)[C:4]=3[CH:3]=1)[CH2:38]2, predict the reactants needed to synthesize it. The reactants are: F[C:2]1[N:26]=[CH:25][C:5]2[N:6]=[CH:7][N:8]=[C:9]([NH:10][C:11]3[CH:16]=[CH:15][C:14]([O:17][C:18]4[CH:19]=[N:20][CH:21]=[CH:22][CH:23]=4)=[C:13]([CH3:24])[CH:12]=3)[C:4]=2[CH:3]=1.C(OC(=O)[NH:33][CH:34]1[CH:39]2[CH:35]1[CH2:36][NH:37][CH2:38]2)(C)(C)C.